This data is from NCI-60 drug combinations with 297,098 pairs across 59 cell lines. The task is: Regression. Given two drug SMILES strings and cell line genomic features, predict the synergy score measuring deviation from expected non-interaction effect. (1) Drug 1: C1C(C(OC1N2C=NC3=C(N=C(N=C32)Cl)N)CO)O. Drug 2: B(C(CC(C)C)NC(=O)C(CC1=CC=CC=C1)NC(=O)C2=NC=CN=C2)(O)O. Cell line: HCT116. Synergy scores: CSS=71.9, Synergy_ZIP=-7.02, Synergy_Bliss=-13.4, Synergy_Loewe=-13.8, Synergy_HSA=-11.0. (2) Drug 1: COC1=C(C=C2C(=C1)N=CN=C2NC3=CC(=C(C=C3)F)Cl)OCCCN4CCOCC4. Drug 2: C1CN1P(=S)(N2CC2)N3CC3. Cell line: CCRF-CEM. Synergy scores: CSS=30.5, Synergy_ZIP=2.01, Synergy_Bliss=1.54, Synergy_Loewe=-6.67, Synergy_HSA=2.69. (3) Drug 1: C1CC(=O)NC(=O)C1N2C(=O)C3=CC=CC=C3C2=O. Drug 2: C1C(C(OC1N2C=NC(=NC2=O)N)CO)O. Cell line: HS 578T. Synergy scores: CSS=-0.918, Synergy_ZIP=5.18, Synergy_Bliss=6.17, Synergy_Loewe=-3.51, Synergy_HSA=-1.78. (4) Drug 1: CCN(CC)CCCC(C)NC1=C2C=C(C=CC2=NC3=C1C=CC(=C3)Cl)OC. Drug 2: CC12CCC3C(C1CCC2OP(=O)(O)O)CCC4=C3C=CC(=C4)OC(=O)N(CCCl)CCCl.[Na+]. Cell line: TK-10. Synergy scores: CSS=35.6, Synergy_ZIP=-5.54, Synergy_Bliss=-4.67, Synergy_Loewe=-4.93, Synergy_HSA=-5.55.